Dataset: Reaction yield outcomes from USPTO patents with 853,638 reactions. Task: Predict the reaction yield, written as a fraction of the theoretical maximum amount of product (1.0 means a 100% yield; for example, 0.34 means a 34% yield). (1) The reactants are [OH:1][CH2:2][C:3]1[C:4]([C:15]([O:17][CH2:18][CH3:19])=[O:16])=[N:5][O:6][C:7]=1[C:8]1[CH:13]=[CH:12][CH:11]=[C:10]([I:14])[CH:9]=1.[C:20](Cl)(=[O:22])[CH3:21]. The catalyst is N1C=CC=CC=1. The product is [C:20]([O:1][CH2:2][C:3]1[C:4]([C:15]([O:17][CH2:18][CH3:19])=[O:16])=[N:5][O:6][C:7]=1[C:8]1[CH:13]=[CH:12][CH:11]=[C:10]([I:14])[CH:9]=1)(=[O:22])[CH3:21]. The yield is 0.990. (2) The reactants are [NH:1]1[C:9]2[C:4](=[CH:5][CH:6]=[CH:7][CH:8]=2)[CH2:3][C:2]1=[O:10].[Br:11]N1C(=O)CCC1=O. The catalyst is C(#N)C. The product is [Br:11][C:6]1[CH:5]=[C:4]2[C:9](=[CH:8][CH:7]=1)[NH:1][C:2](=[O:10])[CH2:3]2. The yield is 0.870. (3) The reactants are [OH:1][C@H:2](/[CH:15]=[CH:16]/[CH2:17][CH2:18][S:19][C:20]([C:33]1[CH:38]=[CH:37][CH:36]=[CH:35][CH:34]=1)([C:27]1[CH:32]=[CH:31][CH:30]=[CH:29][CH:28]=1)[C:21]1[CH:26]=[CH:25][CH:24]=[CH:23][CH:22]=1)[CH2:3][C:4](N1[C@H](C(C)C)CSC1=S)=[O:5].[Li+].[OH-].Cl.CC[O:44]C(C)=O. The catalyst is C1COCC1.O. The product is [OH:1][C@H:2](/[CH:15]=[CH:16]/[CH2:17][CH2:18][S:19][C:20]([C:33]1[CH:38]=[CH:37][CH:36]=[CH:35][CH:34]=1)([C:21]1[CH:22]=[CH:23][CH:24]=[CH:25][CH:26]=1)[C:27]1[CH:28]=[CH:29][CH:30]=[CH:31][CH:32]=1)[CH2:3][C:4]([OH:44])=[O:5]. The yield is 0.860. (4) The reactants are [F:1][C:2]1[CH:7]=[CH:6][C:5]([C@@:8]([NH:26][C:27]([NH:29][CH2:30][C:31]([F:34])([F:33])[F:32])=[O:28])([C:12]2[CH:17]=[C:16]([O:18][C:19]([F:24])([F:23])[CH:20]([F:22])[F:21])[CH:15]=[C:14]([F:25])[CH:13]=2)[CH2:9][CH:10]=[CH2:11])=[CH:4][C:3]=1[C:35]([F:38])([F:37])[F:36].[CH2:39]([Zn]CC)C.ICI.Cl. The catalyst is C1(C)C=CC=CC=1. The product is [CH:10]1([CH2:9][C@@:8]([NH:26][C:27]([NH:29][CH2:30][C:31]([F:32])([F:33])[F:34])=[O:28])([C:5]2[CH:6]=[CH:7][C:2]([F:1])=[C:3]([C:35]([F:38])([F:36])[F:37])[CH:4]=2)[C:12]2[CH:17]=[C:16]([O:18][C:19]([F:23])([F:24])[CH:20]([F:22])[F:21])[CH:15]=[C:14]([F:25])[CH:13]=2)[CH2:39][CH2:11]1. The yield is 0.320. (5) The reactants are C[Si]([N-][Si](C)(C)C)(C)C.[Na+].[CH3:11][N:12]1[CH2:17][CH:16]=[C:15]([C:18]2[C:26]3[C:21](=[N:22][CH:23]=[CH:24][CH:25]=3)[NH:20][CH:19]=2)[CH2:14][CH2:13]1.[C:27]1([S:33](Cl)(=[O:35])=[O:34])[CH:32]=[CH:31][CH:30]=[CH:29][CH:28]=1. The catalyst is C1COCC1. The product is [CH3:11][N:12]1[CH2:13][CH:14]=[C:15]([C:18]2[C:26]3[C:21](=[N:22][CH:23]=[CH:24][CH:25]=3)[N:20]([S:33]([C:27]3[CH:32]=[CH:31][CH:30]=[CH:29][CH:28]=3)(=[O:35])=[O:34])[CH:19]=2)[CH2:16][CH2:17]1. The yield is 0.510. (6) The reactants are C(NC(C)C)(C)C.C([Li])CCC.[Cl:13][C:14]1[CH:15]=[C:16]([CH2:20][C:21]([OH:23])=[O:22])[CH:17]=[CH:18][CH:19]=1.[C:24]1(=[O:30])[CH2:29][CH2:28][CH2:27][CH2:26][CH2:25]1. The catalyst is O1CCCC1. The product is [Cl:13][C:14]1[CH:15]=[C:16]([CH:20]([C:24]2([OH:30])[CH2:29][CH2:28][CH2:27][CH2:26][CH2:25]2)[C:21]([OH:23])=[O:22])[CH:17]=[CH:18][CH:19]=1. The yield is 0.960.